Dataset: Full USPTO retrosynthesis dataset with 1.9M reactions from patents (1976-2016). Task: Predict the reactants needed to synthesize the given product. (1) Given the product [CH:1]1([CH2:4][O:5][C:6]2[N:11]=[C:10]([C:12]([N:29]3[C@H:22]4[CH2:28][CH2:27][C@@H:26]3[CH2:25][O:24][CH2:23]4)=[O:14])[CH:9]=[CH:8][C:7]=2[N:15]2[CH2:18][C:17]([F:20])([F:19])[CH2:16]2)[CH2:2][CH2:3]1, predict the reactants needed to synthesize it. The reactants are: [CH:1]1([CH2:4][O:5][C:6]2[N:11]=[C:10]([C:12]([OH:14])=O)[CH:9]=[CH:8][C:7]=2[N:15]2[CH2:18][C:17]([F:20])([F:19])[CH2:16]2)[CH2:3][CH2:2]1.Cl.[C@@H:22]12[NH:29][C@@H:26]([CH2:27][CH2:28]1)[CH2:25][O:24][CH2:23]2.CN(C(ON1N=NC2C=CC=CC1=2)=[N+](C)C)C.[B-](F)(F)(F)F.CCN(C(C)C)C(C)C. (2) Given the product [Cl:1][C:2]1[CH:7]=[CH:6][C:5]([C:8]2[C:9]3[C:23]([CH3:24])=[C:22]([CH3:25])[S:21][C:10]=3[N:11]3[C:41]([CH3:42])=[N:44][N:45]=[C:12]3[C@@:13]3([CH2:16][C@H:15]3[CH2:17][O:18][CH3:19])[N:14]=2)=[CH:4][CH:3]=1, predict the reactants needed to synthesize it. The reactants are: [Cl:1][C:2]1[CH:7]=[CH:6][C:5]([C:8]2[C:9]3[C:23]([CH3:24])=[C:22]([CH3:25])[S:21][C:10]=3[NH:11][C:12](=O)[C@@:13]3([CH2:16][C@H:15]3[CH2:17][O:18][CH3:19])[N:14]=2)=[CH:4][CH:3]=1.CC(C)([O-])C.[K+].P(Cl)(=O)(OCC)OCC.[C:41]([NH:44][NH2:45])(=O)[CH3:42].